From a dataset of Choline transporter screen with 302,306 compounds. Binary Classification. Given a drug SMILES string, predict its activity (active/inactive) in a high-throughput screening assay against a specified biological target. (1) The compound is S(=O)(=O)(c1cc(NC(=S)N2CCN(CC2)c2ccccc2)ccc1)C(F)F. The result is 0 (inactive). (2) The molecule is O=C(N\N=C1\CCC(CC1)c1ccccc1)C(=O)N. The result is 0 (inactive). (3) The compound is O1C23C(C(C1C=C3)C(OCC)=O)C(=O)N(C2)CCc1ccccc1. The result is 0 (inactive). (4) The drug is O=C(N(CC)CC)C1CCCN(C1)C(=O)Nc1ccccc1. The result is 0 (inactive).